Dataset: Peptide-MHC class I binding affinity with 185,985 pairs from IEDB/IMGT. Task: Regression. Given a peptide amino acid sequence and an MHC pseudo amino acid sequence, predict their binding affinity value. This is MHC class I binding data. (1) The peptide sequence is RLLHCVTESY. The MHC is HLA-A03:01 with pseudo-sequence HLA-A03:01. The binding affinity (normalized) is 0.604. (2) The peptide sequence is FPFKYNAAF. The MHC is Mamu-A2201 with pseudo-sequence Mamu-A2201. The binding affinity (normalized) is 0.911. (3) The peptide sequence is SIQRRTLDLL. The binding affinity (normalized) is 0.261. The MHC is H-2-Kb with pseudo-sequence H-2-Kb. (4) The peptide sequence is LLRDNRAAL. The MHC is HLA-A02:06 with pseudo-sequence HLA-A02:06. The binding affinity (normalized) is 0.0847. (5) The peptide sequence is MMINPFMI. The MHC is H-2-Kb with pseudo-sequence H-2-Kb. The binding affinity (normalized) is 0.353. (6) The peptide sequence is LICYQIEYI. The MHC is HLA-A02:16 with pseudo-sequence HLA-A02:16. The binding affinity (normalized) is 0.0847.